The task is: Predict the reactants needed to synthesize the given product.. This data is from Full USPTO retrosynthesis dataset with 1.9M reactions from patents (1976-2016). (1) The reactants are: [F:1][C:2]1([F:9])[CH2:5][CH:4]([C:6]([OH:8])=[O:7])[CH2:3]1.[CH3:10][C:11](O)([CH3:13])[CH3:12].C1(N=C=NC2CCCCC2)CCCCC1.CCCCC. Given the product [F:1][C:2]1([F:9])[CH2:5][CH:4]([C:6]([O:8][C:11]([CH3:13])([CH3:12])[CH3:10])=[O:7])[CH2:3]1, predict the reactants needed to synthesize it. (2) Given the product [NH2:8][C:5]1[N:6]=[CH:7][C:2]([C:28]2[CH2:33][CH2:32][N:31]([C:34]([O:36][C:37]([CH3:40])([CH3:39])[CH3:38])=[O:35])[CH2:30][CH:29]=2)=[N:3][C:4]=1[C:9]1[N:13]=[C:12]([C:14]2[CH:19]=[CH:18][CH:17]=[CH:16][CH:15]=2)[O:11][N:10]=1, predict the reactants needed to synthesize it. The reactants are: Br[C:2]1[N:3]=[C:4]([C:9]2[N:13]=[C:12]([C:14]3[CH:19]=[CH:18][CH:17]=[CH:16][CH:15]=3)[O:11][N:10]=2)[C:5]([NH2:8])=[N:6][CH:7]=1.CC1(C)C(C)(C)OB([C:28]2[CH2:29][CH2:30][N:31]([C:34]([O:36][C:37]([CH3:40])([CH3:39])[CH3:38])=[O:35])[CH2:32][CH:33]=2)O1.C(=O)([O-])[O-].[Na+].[Na+].